Dataset: Forward reaction prediction with 1.9M reactions from USPTO patents (1976-2016). Task: Predict the product of the given reaction. (1) Given the reactants [OH:1][C:2]1[CH:11]=[CH:10][C:9]2[C:8]([CH3:13])([CH3:12])[CH2:7][CH2:6][C:5]([CH3:15])([CH3:14])[C:4]=2[CH:3]=1.ClCCl.[Cl-].[Al+3].[Cl-].[Cl-].[C:23](Cl)(=[O:27])[CH:24]([CH3:26])[CH3:25], predict the reaction product. The product is: [CH:24]([C:23]([C:11]1[C:2]([OH:1])=[CH:3][C:4]2[C:5]([CH3:15])([CH3:14])[CH2:6][CH2:7][C:8]([CH3:13])([CH3:12])[C:9]=2[CH:10]=1)=[O:27])([CH3:26])[CH3:25]. (2) The product is: [C:16](=[O:27])([O:17][C:18]1[CH:19]=[CH:20][C:21]([N+:24]([O-:26])=[O:25])=[CH:22][CH:23]=1)[O:9][CH2:8][C:4]1[CH:5]=[CH:6][CH:7]=[C:2]([Br:1])[CH:3]=1. Given the reactants [Br:1][C:2]1[CH:3]=[C:4]([CH2:8][OH:9])[CH:5]=[CH:6][CH:7]=1.N1C=CC=CC=1.[C:16](Cl)(=[O:27])[O:17][C:18]1[CH:23]=[CH:22][C:21]([N+:24]([O-:26])=[O:25])=[CH:20][CH:19]=1, predict the reaction product. (3) The product is: [OH:40][CH2:39][CH2:41][NH:42][C:6]1[N:7]=[C:2]([CH3:1])[C:3]2[C:14]([C:15]3[CH:16]=[CH:17][CH:18]=[CH:19][CH:20]=3)=[C:13]([C:21]3[CH:26]=[CH:25][C:24]([C:27]4([NH:31][C:32](=[O:38])[O:33][C:34]([CH3:37])([CH3:36])[CH3:35])[CH2:30][CH2:29][CH2:28]4)=[CH:23][CH:22]=3)[O:12][C:4]=2[N:5]=1. Given the reactants [CH3:1][C:2]1[C:3]2[C:14]([C:15]3[CH:20]=[CH:19][CH:18]=[CH:17][CH:16]=3)=[C:13]([C:21]3[CH:26]=[CH:25][C:24]([C:27]4([NH:31][C:32](=[O:38])[O:33][C:34]([CH3:37])([CH3:36])[CH3:35])[CH2:30][CH2:29][CH2:28]4)=[CH:23][CH:22]=3)[O:12][C:4]=2[N:5]=[C:6](S(C)(=O)=O)[N:7]=1.[CH2:39]([CH2:41][NH2:42])[OH:40], predict the reaction product. (4) Given the reactants [I-].[Cl-:2].[I-].[CH3:4][C:5]([CH3:44])([CH2:32][CH2:33][CH2:34][CH2:35][CH2:36][CH2:37][CH2:38][CH2:39]CCCC)[C:6]([O:8][CH2:9][N+:10]1([CH3:31])[CH2:15][CH2:14][N:13]([C:16]2[C:17]3[CH:29]=[C:28]([CH3:30])[S:27][C:18]=3[NH:19][C:20]3[CH:26]=[CH:25][CH:24]=[CH:23][C:21]=3[N:22]=2)[CH2:12][CH2:11]1)=[O:7].[I-].CC(C)(CCCCCCCC)C(OC[N+]1(C)CCN(C2C3C=C(C)SC=3NC3C=CC=CC=3N=2)CC1)=O, predict the reaction product. The product is: [Cl-:2].[CH3:4][C:5]([CH3:44])([CH2:32][CH2:33][CH2:34][CH2:35][CH2:36][CH2:37][CH2:38][CH3:39])[C:6]([O:8][CH2:9][N+:10]1([CH3:31])[CH2:15][CH2:14][N:13]([C:16]2[C:17]3[CH:29]=[C:28]([CH3:30])[S:27][C:18]=3[NH:19][C:20]3[CH:26]=[CH:25][CH:24]=[CH:23][C:21]=3[N:22]=2)[CH2:12][CH2:11]1)=[O:7]. (5) Given the reactants [CH2:1]([O:4][CH2:5][CH2:6][CH2:7][NH:8][CH2:9][C:10]1[S:14][C:13](B(O)O)=[CH:12][CH:11]=1)[CH2:2][CH3:3].Br[C:19]1[CH:20]=[C:21]2[C:25](=[C:26]([C:28]([NH2:30])=[O:29])[CH:27]=1)[NH:24][CH:23]=[C:22]2[CH:31]1[CH2:36][CH2:35][N:34]([S:37]([CH2:40][CH3:41])(=[O:39])=[O:38])[CH2:33][CH2:32]1.C([O-])([O-])=O.[K+].[K+], predict the reaction product. The product is: [CH2:40]([S:37]([N:34]1[CH2:33][CH2:32][CH:31]([C:22]2[C:21]3[C:25](=[C:26]([C:28]([NH2:30])=[O:29])[CH:27]=[C:19]([C:13]4[S:14][C:10]([CH2:9][NH:8][CH2:7][CH2:6][CH2:5][O:4][CH2:1][CH2:2][CH3:3])=[CH:11][CH:12]=4)[CH:20]=3)[NH:24][CH:23]=2)[CH2:36][CH2:35]1)(=[O:39])=[O:38])[CH3:41]. (6) Given the reactants C[O:2][C:3](=[O:39])[CH2:4][N:5]([CH:17]1[CH2:22][CH2:21][N:20]([CH2:23][C:24]2[CH:29]=[CH:28][CH:27]=[C:26]([O:30][C:31]3[CH:36]=[CH:35][CH:34]=[CH:33][C:32]=3[O:37][CH3:38])[CH:25]=2)[CH2:19][CH2:18]1)[C:6](=[O:16])[CH:7]([C:10]1[CH:15]=[CH:14][CH:13]=[CH:12][CH:11]=1)[CH2:8][CH3:9].[OH-].[Li+].O.CC#N, predict the reaction product. The product is: [CH3:38][O:37][C:32]1[CH:33]=[CH:34][CH:35]=[CH:36][C:31]=1[O:30][C:26]1[CH:25]=[C:24]([CH:29]=[CH:28][CH:27]=1)[CH2:23][N:20]1[CH2:21][CH2:22][CH:17]([N:5]([CH2:4][C:3]([OH:39])=[O:2])[C:6](=[O:16])[CH:7]([C:10]2[CH:11]=[CH:12][CH:13]=[CH:14][CH:15]=2)[CH2:8][CH3:9])[CH2:18][CH2:19]1. (7) Given the reactants C(OC(=O)[NH:7][C:8]1[S:12][C:11]([C:13]2[CH:18]=[CH:17][CH:16]=[CH:15][N:14]=2)=[N:10][CH:9]=1)(C)(C)C.Cl, predict the reaction product. The product is: [N:14]1[CH:15]=[CH:16][CH:17]=[CH:18][C:13]=1[C:11]1[S:12][C:8]([NH2:7])=[CH:9][N:10]=1. (8) Given the reactants [CH3:1][O:2][C:3]1[CH:4]=[C:5]2[O:28][C:27]([CH3:30])([CH3:29])[CH:26]=[CH:25][C:6]2=[C:7]2[C:16]=1[C:15](=[O:17])[C:14]1[CH:13]=[C:12]3[CH:18]=[CH:19][CH:20]=[CH:21][C:11]3=[C:10]([N+:22]([O-:24])=[O:23])[C:9]=1[NH:8]2.[H-].[Na+].I[CH3:34], predict the reaction product. The product is: [CH3:1][O:2][C:3]1[CH:4]=[C:5]2[O:28][C:27]([CH3:30])([CH3:29])[CH:26]=[CH:25][C:6]2=[C:7]2[C:16]=1[C:15](=[O:17])[C:14]1[CH:13]=[C:12]3[CH:18]=[CH:19][CH:20]=[CH:21][C:11]3=[C:10]([N+:22]([O-:24])=[O:23])[C:9]=1[N:8]2[CH3:34].